Task: Predict the reaction yield, written as a fraction of the theoretical maximum amount of product (1.0 means a 100% yield; for example, 0.34 means a 34% yield).. Dataset: Reaction yield outcomes from USPTO patents with 853,638 reactions (1) The reactants are [CH3:1][C:2]1([CH3:38])[CH2:6][C:5]2[CH:7]=[C:8]([C:11]3[C:16](=[O:17])[N:15]([CH2:18][C:19]4[CH:24]=[CH:23][C:22]([C:25]5[C:26]([C:31]#[N:32])=[CH:27][CH:28]=[CH:29][CH:30]=5)=[CH:21][CH:20]=4)[C:14]([CH2:33][CH2:34][CH3:35])=[N:13][C:12]=3[CH2:36][CH3:37])[CH:9]=[CH:10][C:4]=2[O:3]1.Cl.[NH2:40]O.[C:42](=[O:45])([O-])[OH:43].[Na+]. The catalyst is CS(C)=O.C(OCC)(=O)C. The product is [CH3:38][C:2]1([CH3:1])[CH2:6][C:5]2[CH:7]=[C:8]([C:11]3[C:16](=[O:17])[N:15]([CH2:18][C:19]4[CH:24]=[CH:23][C:22]([C:25]5[CH:30]=[CH:29][CH:28]=[CH:27][C:26]=5[C:31]5[NH:40][C:42](=[O:45])[O:43][N:32]=5)=[CH:21][CH:20]=4)[C:14]([CH2:33][CH2:34][CH3:35])=[N:13][C:12]=3[CH2:36][CH3:37])[CH:9]=[CH:10][C:4]=2[O:3]1. The yield is 0.740. (2) The reactants are [NH2:1][C:2]1[NH:3][C:4](=[O:30])[C:5]2[S:10][C:9](=[O:11])[N:8]([C@@H:12]3[O:24][C@H:23]([CH2:25][O:26][C:27](=[O:29])[CH3:28])[C@@H:18]([O:19][C:20](=[O:22])[CH3:21])[C@H:13]3[O:14][C:15](=[O:17])[CH3:16])[C:6]=2[N:7]=1.[CH:48]1[CH:47]=CC(P([C:44]2[CH:49]=[CH:48][CH:47]=CC=2)[C:48]2[CH:47]=CC=[CH:44][CH:49]=2)=[CH:44][CH:49]=1.C1(CCO)CC1.CCOC(/N=N/C(OCC)=O)=O. The catalyst is C1COCC1. The product is [NH2:1][C:2]1[N:3]=[C:4]([O:30][CH2:47][CH:48]2[CH2:44][CH2:49]2)[C:5]2[S:10][C:9](=[O:11])[N:8]([C@@H:12]3[O:24][C@H:23]([CH2:25][O:26][C:27](=[O:29])[CH3:28])[C@@H:18]([O:19][C:20](=[O:22])[CH3:21])[C@H:13]3[O:14][C:15](=[O:17])[CH3:16])[C:6]=2[N:7]=1. The yield is 0.420. (3) The reactants are [C:1]([N:4]1[C:13]2[C:8](=[CH:9][C:10]([C:14]([O:16][CH2:17][CH3:18])=[O:15])=[CH:11][CH:12]=2)[C@@H:7]([O:19][C:20]2[CH:25]=[CH:24][C:23]([NH2:26])=[CH:22][CH:21]=2)[CH2:6][C@@H:5]1[CH3:27])(=[O:3])[CH3:2].C(N(CC)C(C)C)(C)C.Br[CH2:38][CH2:39][O:40][CH2:41][CH2:42]Br.O. The catalyst is C1(C)C=CC=CC=1. The product is [C:1]([N:4]1[C:13]2[C:8](=[CH:9][C:10]([C:14]([O:16][CH2:17][CH3:18])=[O:15])=[CH:11][CH:12]=2)[C@@H:7]([O:19][C:20]2[CH:21]=[CH:22][C:23]([N:26]3[CH2:42][CH2:41][O:40][CH2:39][CH2:38]3)=[CH:24][CH:25]=2)[CH2:6][C@@H:5]1[CH3:27])(=[O:3])[CH3:2]. The yield is 0.757. (4) The reactants are [CH:1]([C:4]1[CH:9]=[CH:8][CH:7]=[CH:6][C:5]=1[OH:10])([CH3:3])[CH3:2].ClCCl.[C:28]1(C)[CH:29]=[CH:30]C(S([O-])(=[O:21])=[O:21])=[CH:26][CH:27]=1.[NH+]1[CH:30]=[CH:29][CH:28]=[CH:27][CH:26]=1. The catalyst is O. The product is [CH:1]([C:4]1[CH:9]=[CH:8][CH:7]=[CH:6][C:5]=1[O:10][CH:30]1[CH2:29][CH2:28][CH2:27][CH2:26][O:21]1)([CH3:3])[CH3:2]. The yield is 0.827. (5) The reactants are [CH3:1][O:2][C:3]([C:5]1[CH:10]=[C:9]([NH:11][S:12]([CH2:15][C:16]2[CH:21]=[CH:20][CH:19]=[CH:18][CH:17]=2)(=[O:14])=[O:13])[CH:8]=[CH:7][N:6]=1)=[O:4].[C:22](=O)([O-])[O-].[K+].[K+].CI. The catalyst is CN(C)C=O. The product is [CH3:1][O:2][C:3]([C:5]1[CH:10]=[C:9]([N:11]([CH3:22])[S:12]([CH2:15][C:16]2[CH:21]=[CH:20][CH:19]=[CH:18][CH:17]=2)(=[O:14])=[O:13])[CH:8]=[CH:7][N:6]=1)=[O:4]. The yield is 0.770. (6) The reactants are Cl.[CH3:2][S:3]([C:6]1[CH:13]=[CH:12][C:9]([CH2:10][NH2:11])=[CH:8][CH:7]=1)(=[O:5])=[O:4].C(=O)([O-])[O-].[C:18](/[CH:20]=[CH:21]/[S:22]([C:25]1[CH:30]=[CH:29][C:28]([C:31]([CH3:36])([CH3:35])[C:32](O)=[O:33])=[CH:27][CH:26]=1)(=[O:24])=[O:23])#[N:19].ON1C2C=CC=CC=2N=N1.Cl.CN(C)CCCN=C=NCC. The catalyst is C(Cl)Cl. The product is [C:18](/[CH:20]=[CH:21]/[S:22]([C:25]1[CH:26]=[CH:27][C:28]([C:31]([CH3:36])([CH3:35])[C:32]([NH:11][CH2:10][C:9]2[CH:12]=[CH:13][C:6]([S:3]([CH3:2])(=[O:4])=[O:5])=[CH:7][CH:8]=2)=[O:33])=[CH:29][CH:30]=1)(=[O:23])=[O:24])#[N:19]. The yield is 0.280. (7) The yield is 0.134. The catalyst is C(Cl)Cl. The product is [N:1]1[CH:6]=[CH:5][CH:4]=[N:3][C:2]=1[C:7]1[CH:12]=[C:11]([CH2:10][NH:13][C:14](=[O:20])[O:15][C:16]([CH3:18])([CH3:17])[CH3:19])[O:9][N:8]=1. The reactants are [N:1]1[CH:6]=[CH:5][CH:4]=[N:3][C:2]=1/[CH:7]=[N:8]/[OH:9].[CH2:10]([NH:13][C:14](=[O:20])[O:15][C:16]([CH3:19])([CH3:18])[CH3:17])[C:11]#[CH:12].Cl[O-].[Na+]. (8) The reactants are Cl[C:2]1[N:7]=[C:6]([O:8][C:9]2[CH:14]=[CH:13][C:12]([N+:15]([O-:17])=[O:16])=[CH:11][C:10]=2[F:18])[CH:5]=[CH:4][N:3]=1.[CH3:19][O:20][C:21]1[CH:28]=[CH:27][C:24]([CH2:25][NH2:26])=[CH:23][CH:22]=1.C([O-])([O-])=O.[K+].[K+].CN(C=O)C. The catalyst is O.C(Cl)Cl. The product is [CH3:19][O:20][C:21]1[CH:28]=[CH:27][C:24]([CH2:25][NH:26][C:2]2[N:7]=[C:6]([O:8][C:9]3[CH:14]=[CH:13][C:12]([N+:15]([O-:17])=[O:16])=[CH:11][C:10]=3[F:18])[CH:5]=[CH:4][N:3]=2)=[CH:23][CH:22]=1. The yield is 0.290. (9) The reactants are [OH-].[Na+].C([O:5][C:6]([C:8]1[CH:12]=[C:11]([CH2:13][O:14][C:15]2[CH:20]=[CH:19][CH:18]=[CH:17][CH:16]=2)[NH:10][N:9]=1)=[O:7])C. The catalyst is CO. The product is [O:14]([CH2:13][C:11]1[NH:10][N:9]=[C:8]([C:6]([OH:7])=[O:5])[CH:12]=1)[C:15]1[CH:20]=[CH:19][CH:18]=[CH:17][CH:16]=1. The yield is 0.884. (10) The reactants are C([Si](C)(C)[O:6][C:7]1[C:12]([CH3:13])=[CH:11][C:10]([C:14]2([C:24]3[CH:29]=[C:28]([CH3:30])[C:27]([O:31][Si](C(C)(C)C)(C)C)=[C:26]([CH3:39])[CH:25]=3)[C:22]3[C:17](=[CH:18][CH:19]=[CH:20][CH:21]=3)[NH:16][C:15]2=[O:23])=[CH:9][C:8]=1[CH3:40])(C)(C)C.C1COCC1.[H-].[Na+].[C:50]1([S:56](Cl)(=[O:58])=[O:57])[CH:55]=[CH:54][CH:53]=[CH:52][CH:51]=1. The catalyst is C(OCC)(=O)C.CCCCCC. The product is [C:50]1([S:56]([N:16]2[C:17]3[C:22](=[CH:21][CH:20]=[CH:19][CH:18]=3)[C:14]([C:10]3[CH:11]=[C:12]([CH3:13])[C:7]([OH:6])=[C:8]([CH3:40])[CH:9]=3)([C:24]3[CH:29]=[C:28]([CH3:30])[C:27]([OH:31])=[C:26]([CH3:39])[CH:25]=3)[C:15]2=[O:23])(=[O:58])=[O:57])[CH:55]=[CH:54][CH:53]=[CH:52][CH:51]=1. The yield is 0.470.